This data is from Forward reaction prediction with 1.9M reactions from USPTO patents (1976-2016). The task is: Predict the product of the given reaction. (1) Given the reactants I.[CH3:2][C:3]1[N:7]=[C:6]([CH3:8])[N:5]([C:9]2[CH:14]=[CH:13][C:12]([NH:15][C:16](SC)=[NH:17])=[CH:11][C:10]=2[F:20])[N:4]=1.[Cl:21][CH2:22][CH2:23][CH2:24][CH2:25][CH:26]([C:30]1[CH:35]=[CH:34][C:33]([O:36][CH2:37][CH:38]([F:40])[F:39])=[CH:32][CH:31]=1)[C:27](O)=O.CN1CCOCC1.C(N(CC)C(C)C)(C)C.[NH2:57][NH2:58], predict the reaction product. The product is: [Cl:21][CH2:22][CH2:23][CH2:24][CH2:25][CH:26]([C:27]1[NH:58][N:57]=[C:16]([NH:15][C:12]2[CH:13]=[CH:14][C:9]([N:5]3[C:6]([CH3:8])=[N:7][C:3]([CH3:2])=[N:4]3)=[C:10]([F:20])[CH:11]=2)[N:17]=1)[C:30]1[CH:35]=[CH:34][C:33]([O:36][CH2:37][CH:38]([F:40])[F:39])=[CH:32][CH:31]=1. (2) The product is: [ClH:37].[C:1]([C:5]1[CH:6]=[CH:7][C:8]([O:35][CH3:36])=[C:9]([NH:11][C:12](=[O:34])[C:13]([C:15]2[C:24]3[C:19](=[CH:20][CH:21]=[CH:22][CH:23]=3)[C:18]([O:25][CH2:26][CH2:27][N:28]3[CH2:29][CH2:30][O:31][CH2:32][CH2:33]3)=[CH:17][CH:16]=2)=[O:14])[CH:10]=1)([CH3:4])([CH3:2])[CH3:3]. Given the reactants [C:1]([C:5]1[CH:6]=[CH:7][C:8]([O:35][CH3:36])=[C:9]([NH:11][C:12](=[O:34])[C:13]([C:15]2[C:24]3[C:19](=[CH:20][CH:21]=[CH:22][CH:23]=3)[C:18]([O:25][CH2:26][CH2:27][N:28]3[CH2:33][CH2:32][O:31][CH2:30][CH2:29]3)=[CH:17][CH:16]=2)=[O:14])[CH:10]=1)([CH3:4])([CH3:3])[CH3:2].[ClH:37], predict the reaction product. (3) Given the reactants [N:1]1([C:6]([C:8]2[CH:16]=[CH:15][C:11]([C:12]([OH:14])=O)=[CH:10][C:9]=2[C:17]([F:20])([F:19])[F:18])=[O:7])[CH2:5][CH:4]=[CH:3][CH2:2]1.CN(C(ON1N=NC2C=CC=CC1=2)=[N+](C)C)C.[B-](F)(F)(F)F.C(N(C(C)C)CC)(C)C.[Cl:52][C:53]1[CH:65]=[CH:64][C:56]2[NH:57][C:58]([C@@H:60]([NH2:63])[CH2:61][OH:62])=[N:59][C:55]=2[CH:54]=1.ClCl, predict the reaction product. The product is: [Cl:52][C:53]1[CH:65]=[CH:64][C:56]2[NH:57][C:58]([C@@H:60]([NH:63][C:12](=[O:14])[C:11]3[CH:15]=[CH:16][C:8]([C:6]([N:1]4[CH2:2][CH:3]=[CH:4][CH2:5]4)=[O:7])=[C:9]([C:17]([F:20])([F:19])[F:18])[CH:10]=3)[CH2:61][OH:62])=[N:59][C:55]=2[CH:54]=1. (4) The product is: [CH:25]([C:24]1[C:28]2[C:14]3=[C:13]4[C:2](=[CH:3][CH:4]=2)[CH:15]=[CH:16][C:17]([CH:8]([CH3:7])[CH3:9])=[C:12]4[CH:11]=[CH:10][C:21]3=[CH:19][CH:20]=1)([CH3:31])[CH3:26]. Given the reactants Br[C:2]1[C:15]2[C:16]3=[C:17]4[C:12](=[CH:13][CH:14]=2)[CH:11]=[CH:10][C:9](Br)=[C:8]4[CH:7]=CC3=[CH:4][CH:3]=1.[CH:19]([Mg]Br)([CH3:21])[CH3:20].[CH2:24]1[CH2:28]O[CH2:26][CH2:25]1.Cl.O1CCOC[CH2:31]1, predict the reaction product. (5) Given the reactants [C:1]([O:4][CH2:5][CH2:6][CH2:7][N:8]1[C:13](=[O:14])[C:12]2[N:15]([CH3:30])[C:16]([C:19]3[CH:24]=[CH:23][CH:22]=[C:21]([O:25][C:26]([F:29])([F:28])[F:27])[CH:20]=3)=[C:17](Br)[C:11]=2[N:10]([CH3:31])[C:9]1=[O:32])(=[O:3])[CH3:2].[CH3:33][Sn](C)(C)C, predict the reaction product. The product is: [C:1]([O:4][CH2:5][CH2:6][CH2:7][N:8]1[C:13](=[O:14])[C:12]2[N:15]([CH3:30])[C:16]([C:19]3[CH:24]=[CH:23][CH:22]=[C:21]([O:25][C:26]([F:29])([F:28])[F:27])[CH:20]=3)=[C:17]([CH3:33])[C:11]=2[N:10]([CH3:31])[C:9]1=[O:32])(=[O:3])[CH3:2]. (6) Given the reactants I.[CH2:2]([N:6]1[CH:10]=[C:9]([C:11]([CH3:14])([CH3:13])[CH3:12])[S:8][C:7]1=[NH:15])[CH2:3][CH2:4][CH3:5].[C:16]1([N:26]=[C:27](OCC)[CH2:28][CH3:29])[C:25]2[C:20](=[CH:21][CH:22]=[CH:23][CH:24]=2)[CH:19]=[CH:18][CH:17]=1, predict the reaction product. The product is: [CH2:2]([N:6]1[CH:10]=[C:9]([C:11]([CH3:14])([CH3:13])[CH3:12])[S:8]/[C:7]/1=[N:15]\[C:27](=[N:26][C:16]1[C:25]2[C:20](=[CH:21][CH:22]=[CH:23][CH:24]=2)[CH:19]=[CH:18][CH:17]=1)[CH2:28][CH3:29])[CH2:3][CH2:4][CH3:5]. (7) Given the reactants [CH3:1][O:2][C:3](=[O:34])[CH2:4][C@H:5]1[C:9]2[CH:10]=[CH:11][C:12]([O:14][C@H:15]3[C:23]4[C:18](=[C:19](B5OC(C)(C)C(C)(C)O5)[CH:20]=[CH:21][C:22]=4[F:24])[CH2:17][CH2:16]3)=[CH:13][C:8]=2[O:7][CH2:6]1.Cl[C:36]1[C:41]([CH3:42])=[CH:40][C:39]([C:43]2[N:44]=[N:45][C:46]([CH2:49][CH3:50])=[CH:47][CH:48]=2)=[CH:38][C:37]=1[CH3:51].BrC1C=CC(F)=C2C=1CC[C@H]2OC1C=CC2[C@H](CC(OC)=O)COC=2C=1, predict the reaction product. The product is: [CH3:1][O:2][C:3](=[O:34])[CH2:4][C@H:5]1[C:9]2[CH:10]=[CH:11][C:12]([O:14][C@H:15]3[C:23]4[C:18](=[C:19]([C:36]5[C:37]([CH3:51])=[CH:38][C:39]([C:43]6[N:44]=[N:45][C:46]([CH2:49][CH3:50])=[CH:47][CH:48]=6)=[CH:40][C:41]=5[CH3:42])[CH:20]=[CH:21][C:22]=4[F:24])[CH2:17][CH2:16]3)=[CH:13][C:8]=2[O:7][CH2:6]1. (8) Given the reactants [CH2:1]([O:3][C:4](=[O:25])[CH2:5][O:6][C:7]1[CH:12]=[C:11]([CH3:13])[C:10]([S:14][C:15]2[CH:20]=[CH:19][C:18]([CH:21]=O)=[CH:17][C:16]=2[CH3:23])=[CH:9][C:8]=1[CH3:24])[CH3:2].[F:26][C:27]([F:36])([F:35])[C:28]1[CH:34]=[CH:33][C:31]([NH2:32])=[CH:30][CH:29]=1.CC(O)=O.C(O[BH-](OC(=O)C)OC(=O)C)(=O)C.[Na+], predict the reaction product. The product is: [CH2:1]([O:3][C:4](=[O:25])[CH2:5][O:6][C:7]1[CH:12]=[C:11]([CH3:13])[C:10]([S:14][C:15]2[CH:20]=[CH:19][C:18]([CH2:21][NH:32][C:31]3[CH:33]=[CH:34][C:28]([C:27]([F:26])([F:35])[F:36])=[CH:29][CH:30]=3)=[CH:17][C:16]=2[CH3:23])=[CH:9][C:8]=1[CH3:24])[CH3:2].